Dataset: Ames mutagenicity test results for genotoxicity prediction. Task: Regression/Classification. Given a drug SMILES string, predict its toxicity properties. Task type varies by dataset: regression for continuous values (e.g., LD50, hERG inhibition percentage) or binary classification for toxic/non-toxic outcomes (e.g., AMES mutagenicity, cardiotoxicity, hepatotoxicity). Dataset: ames. (1) The compound is O=C1c2ccccc2C(=O)C1(O)O. The result is 0 (non-mutagenic). (2) The drug is Nn1c2ccccc2c2cnccc21. The result is 1 (mutagenic). (3) The molecule is Nc1cc([N+](=O)[O-])ccc1O. The result is 1 (mutagenic). (4) The compound is Cc1ccc(N(C)C)cc1. The result is 1 (mutagenic).